From a dataset of Reaction yield outcomes from USPTO patents with 853,638 reactions. Predict the reaction yield, written as a fraction of the theoretical maximum amount of product (1.0 means a 100% yield; for example, 0.34 means a 34% yield). The reactants are Cl.[NH2:2][C@H:3]([CH2:22][C:23]1[CH:28]=[CH:27][C:26]([O:29][CH3:30])=[CH:25][CH:24]=1)[C:4]([N:6]1[CH2:9][C:8]([O:17][CH2:18][CH2:19][CH2:20][CH3:21])([C:10]2[CH:15]=[CH:14][CH:13]=[CH:12][C:11]=2[CH3:16])[CH2:7]1)=[O:5].[CH3:31][C:32]1[N:36]=[CH:35][NH:34][C:33]=1[CH2:37][CH2:38][C:39](Cl)=[O:40].CN(C(ON1N=NC2C=CC=CC1=2)=[N+](C)C)C.[B-](F)(F)(F)F.C(N(CC)CC)C. The catalyst is CN(C)C=O.O. The product is [CH2:18]([O:17][C:8]1([C:10]2[CH:15]=[CH:14][CH:13]=[CH:12][C:11]=2[CH3:16])[CH2:7][N:6]([C:4](=[O:5])[C@H:3]([NH:2][C:39](=[O:40])[CH2:38][CH2:37][C:33]2[NH:34][CH:35]=[N:36][C:32]=2[CH3:31])[CH2:22][C:23]2[CH:24]=[CH:25][C:26]([O:29][CH3:30])=[CH:27][CH:28]=2)[CH2:9]1)[CH2:19][CH2:20][CH3:21]. The yield is 0.860.